From a dataset of Catalyst prediction with 721,799 reactions and 888 catalyst types from USPTO. Predict which catalyst facilitates the given reaction. (1) Reactant: [NH2:1][CH2:2][CH2:3][C:4]1([OH:22])[CH2:9][CH2:8][N:7]([C:10]2[C:19]3[C:14](=[CH:15][CH:16]=[C:17]([O:20][CH3:21])[N:18]=3)[N:13]=[CH:12][CH:11]=2)[CH2:6][CH2:5]1.[O:23]=[C:24]1[CH2:29][S:28][C:27]2[CH:30]=[CH:31][C:32]([CH:34]=O)=[N:33][C:26]=2[NH:25]1.S([O-])([O-])(=O)=O.[Na+].[Na+].[BH4-].[Na+]. Product: [OH:22][C:4]1([CH2:3][CH2:2][NH:1][CH2:34][C:32]2[CH:31]=[CH:30][C:27]3[S:28][CH2:29][C:24](=[O:23])[NH:25][C:26]=3[N:33]=2)[CH2:9][CH2:8][N:7]([C:10]2[C:19]3[C:14](=[CH:15][CH:16]=[C:17]([O:20][CH3:21])[N:18]=3)[N:13]=[CH:12][CH:11]=2)[CH2:6][CH2:5]1. The catalyst class is: 511. (2) Reactant: N1C=CC=CC=1.[Cl:7][C:8]1[CH:13]=[CH:12][C:11]([S:14](Cl)(=[O:16])=[O:15])=[CH:10][CH:9]=1.[NH2:18][C:19]1[CH:28]=[CH:27][C:26]2[C:21](=[CH:22][CH:23]=[CH:24][C:25]=2[Cl:29])[N:20]=1. Product: [Cl:7][C:8]1[CH:13]=[CH:12][C:11]([S:14]([NH:18][C:19]2[CH:28]=[CH:27][C:26]3[C:21](=[CH:22][CH:23]=[CH:24][C:25]=3[Cl:29])[N:20]=2)(=[O:16])=[O:15])=[CH:10][CH:9]=1. The catalyst class is: 6. (3) Reactant: [Li]CCCC.[C:6]([O:10][C:11](=[O:20])[NH:12][C:13]1[CH:14]=[N:15][C:16]([F:19])=[CH:17][CH:18]=1)([CH3:9])([CH3:8])[CH3:7].CN(CCN(C)C)C.[I:29]I.[NH4+].[Cl-]. Product: [F:19][C:16]1[N:15]=[CH:14][C:13]([NH:12][C:11](=[O:20])[O:10][C:6]([CH3:9])([CH3:7])[CH3:8])=[C:18]([I:29])[CH:17]=1. The catalyst class is: 28.